From a dataset of Reaction yield outcomes from USPTO patents with 853,638 reactions. Predict the reaction yield, written as a fraction of the theoretical maximum amount of product (1.0 means a 100% yield; for example, 0.34 means a 34% yield). (1) The reactants are [F:1][C:2]([F:17])([F:16])[CH2:3][N:4]1[C:9](=[O:10])[C:8]([O:11][CH:12]([CH3:14])[CH3:13])=[C:7](Br)[CH:6]=[N:5]1.[CH3:18][S:19][C:20]1[CH:25]=[CH:24][C:23](B(O)O)=[CH:22][CH:21]=1.C(=O)([O-])[O-].[Cs+].[Cs+]. The catalyst is COCCOC.C1C=CC([P]([Pd]([P](C2C=CC=CC=2)(C2C=CC=CC=2)C2C=CC=CC=2)([P](C2C=CC=CC=2)(C2C=CC=CC=2)C2C=CC=CC=2)[P](C2C=CC=CC=2)(C2C=CC=CC=2)C2C=CC=CC=2)(C2C=CC=CC=2)C2C=CC=CC=2)=CC=1. The product is [F:1][C:2]([F:17])([F:16])[CH2:3][N:4]1[C:9](=[O:10])[C:8]([O:11][CH:12]([CH3:14])[CH3:13])=[C:7]([C:23]2[CH:24]=[CH:25][C:20]([S:19][CH3:18])=[CH:21][CH:22]=2)[CH:6]=[N:5]1. The yield is 0.810. (2) The reactants are [N:1]1([C:6]2[CH:11]=[CH:10][CH:9]=[C:8]([C:12]#[C:13][Si](C)(C)C)[N:7]=2)[CH2:5][CH2:4][CH2:3][CH2:2]1.[F-].C([N+](CCCC)(CCCC)CCCC)CCC. The catalyst is C1COCC1. The product is [C:12]([C:8]1[CH:9]=[CH:10][CH:11]=[C:6]([N:1]2[CH2:5][CH2:4][CH2:3][CH2:2]2)[N:7]=1)#[CH:13]. The yield is 0.830. (3) The reactants are [CH2:1]([OH:4])[C:2]#[CH:3].[F:5][C:6]1[C:7]([NH:17][C:18]2[CH:23]=[CH:22][C:21](I)=[CH:20][C:19]=2[F:25])=[C:8]([CH:13]=[CH:14][C:15]=1[F:16])[C:9]([O:11][CH3:12])=[O:10]. No catalyst specified. The product is [F:5][C:6]1[C:7]([NH:17][C:18]2[CH:23]=[CH:22][C:21]([C:3]#[C:2][CH2:1][OH:4])=[CH:20][C:19]=2[F:25])=[C:8]([CH:13]=[CH:14][C:15]=1[F:16])[C:9]([O:11][CH3:12])=[O:10]. The yield is 0.940.